This data is from Catalyst prediction with 721,799 reactions and 888 catalyst types from USPTO. The task is: Predict which catalyst facilitates the given reaction. Reactant: Br[CH2:2][C:3]1[O:7][C:6]([C:8]2[CH:16]=[C:15]([Cl:17])[CH:14]=[C:13]3[C:9]=2[CH:10]=[N:11][N:12]3[S:18]([C:21]2[CH:26]=[CH:25][CH:24]=[CH:23][CH:22]=2)(=[O:20])=[O:19])=[N:5][CH:4]=1.[CH3:27][CH:28]1[O:33][CH:32]([CH3:34])[CH2:31][NH:30][CH2:29]1. Product: [Cl:17][C:15]1[CH:14]=[C:13]2[C:9]([CH:10]=[N:11][N:12]2[S:18]([C:21]2[CH:26]=[CH:25][CH:24]=[CH:23][CH:22]=2)(=[O:19])=[O:20])=[C:8]([C:6]2[O:7][C:3]([CH2:2][N:30]3[CH2:29][C@@H:28]([CH3:27])[O:33][C@H:32]([CH3:34])[CH2:31]3)=[CH:4][N:5]=2)[CH:16]=1. The catalyst class is: 4.